The task is: Predict the reactants needed to synthesize the given product.. This data is from Full USPTO retrosynthesis dataset with 1.9M reactions from patents (1976-2016). The reactants are: [C:1]([C:4]1[CH:5]=[C:6]([C:27]#[N:28])[C:7]([N:18]2[CH2:23][CH2:22][CH:21]([C:24](O)=[O:25])[CH2:20][CH2:19]2)=[N:8][C:9]=1[CH2:10][N:11]1[CH2:16][CH2:15][CH2:14][CH2:13][C:12]1=[O:17])(=[O:3])[CH3:2].CCN(C(C)C)C(C)C.F[P-](F)(F)(F)(F)F.Br[P+](N1CCCC1)(N1CCCC1)N1CCCC1.[C:62]1([CH2:68][S:69]([NH2:72])(=[O:71])=[O:70])[CH:67]=[CH:66][CH:65]=[CH:64][CH:63]=1.Cl. Given the product [C:1]([C:4]1[CH:5]=[C:6]([C:27]#[N:28])[C:7]([N:18]2[CH2:19][CH2:20][CH:21]([C:24]([NH:72][S:69]([CH2:68][C:62]3[CH:63]=[CH:64][CH:65]=[CH:66][CH:67]=3)(=[O:70])=[O:71])=[O:25])[CH2:22][CH2:23]2)=[N:8][C:9]=1[CH2:10][N:11]1[CH2:16][CH2:15][CH2:14][CH2:13][C:12]1=[O:17])(=[O:3])[CH3:2], predict the reactants needed to synthesize it.